Dataset: Catalyst prediction with 721,799 reactions and 888 catalyst types from USPTO. Task: Predict which catalyst facilitates the given reaction. (1) Reactant: [C:1]1([C:7]2[NH:8][C:9]3[CH:10]=[CH:11][CH:12]=[C:13]4[C:19](=O)[NH:18][CH2:17][CH2:16][C:15]=2[C:14]=34)[CH:6]=[CH:5][CH:4]=[CH:3][CH:2]=1.COC1C=CC(P2(SP(C3C=CC(OC)=CC=3)(=S)S2)=[S:30])=CC=1. Product: [C:1]1([C:7]2[NH:8][C:9]3[CH:10]=[CH:11][CH:12]=[C:13]4[C:19](=[S:30])[NH:18][CH2:17][CH2:16][C:15]=2[C:14]=34)[CH:6]=[CH:5][CH:4]=[CH:3][CH:2]=1. The catalyst class is: 93. (2) Reactant: [C:1]([O:5][C:6]([N:8]1[CH2:13][CH2:12][NH:11][CH2:10][CH2:9]1)=[O:7])([CH3:4])([CH3:3])[CH3:2].CC1C=CC(S(N([N:26]=[O:27])C)(=O)=O)=CC=1. Product: [C:1]([O:5][C:6]([N:8]1[CH2:13][CH2:12][N:11]([N:26]=[O:27])[CH2:10][CH2:9]1)=[O:7])([CH3:4])([CH3:2])[CH3:3]. The catalyst class is: 2. (3) Reactant: CC(C)([O-])C.[K+].[F:7]/[C:8](/[C:22]1[CH:26]=[C:25]([CH3:27])[NH:24][N:23]=1)=[CH:9]\[C:10]1[CH:15]=[CH:14][C:13]([O:16][C:17]([F:20])([F:19])[F:18])=[C:12]([F:21])[CH:11]=1.CS(O[CH2:33][C:34]1[CH:35]=[N:36][C:37]([Cl:40])=[CH:38][CH:39]=1)(=O)=O.C(OCC)(=O)C. Product: [Cl:40][C:37]1[CH:38]=[CH:39][C:34]([CH2:33][N:24]2[C:25]([CH3:27])=[CH:26][C:22](/[C:8](/[F:7])=[CH:9]/[C:10]3[CH:15]=[CH:14][C:13]([O:16][C:17]([F:20])([F:19])[F:18])=[C:12]([F:21])[CH:11]=3)=[N:23]2)=[CH:35][N:36]=1. The catalyst class is: 1. (4) The catalyst class is: 1. Reactant: [CH3:1][O:2][C:3]1[CH:8]=[CH:7][C:6]([C:9](=[N:17][OH:18])[CH2:10][C:11]2[CH:16]=[CH:15][CH:14]=[CH:13][CH:12]=2)=[CH:5][CH:4]=1.[Li]CCCC.[F:24][C:25]([F:32])([F:31])[C:26](OCC)=[O:27]. Product: [CH3:1][O:2][C:3]1[CH:4]=[CH:5][C:6]([C:9]2[CH:10]([C:11]3[CH:12]=[CH:13][CH:14]=[CH:15][CH:16]=3)[C:26]([C:25]([F:32])([F:31])[F:24])([OH:27])[O:18][N:17]=2)=[CH:7][CH:8]=1. (5) Reactant: [F:1][C:2]1[CH:7]=[CH:6][C:5]([C:8]2[C:16]([C:17]3[CH:22]=[CH:21][N:20]=[CH:19][CH:18]=3)=[C:11]3[CH:12]=[CH:13][CH:14]=[CH:15][N:10]3[N:9]=2)=[CH:4][CH:3]=1.C([Li])CCC.C1(C)C=CC(S([Cl:37])(=O)=O)=CC=1.O. Product: [Cl:37][C:15]1[N:10]2[N:9]=[C:8]([C:5]3[CH:6]=[CH:7][C:2]([F:1])=[CH:3][CH:4]=3)[C:16]([C:17]3[CH:18]=[CH:19][N:20]=[CH:21][CH:22]=3)=[C:11]2[CH:12]=[CH:13][CH:14]=1. The catalyst class is: 7. (6) Reactant: [C:1]1([C:7]([CH:9]([C:11]2[CH:16]=[CH:15][CH:14]=[CH:13][CH:12]=2)O)=[O:8])[CH:6]=[CH:5][CH:4]=[CH:3][CH:2]=1.[C:17](#[N:21])[CH2:18][C:19]#[N:20].C(N(CC)CC)C. Product: [NH2:21][C:17]1[O:8][C:7]([C:1]2[CH:6]=[CH:5][CH:4]=[CH:3][CH:2]=2)=[C:9]([C:11]2[CH:16]=[CH:15][CH:14]=[CH:13][CH:12]=2)[C:18]=1[C:19]#[N:20]. The catalyst class is: 3.